Dataset: Full USPTO retrosynthesis dataset with 1.9M reactions from patents (1976-2016). Task: Predict the reactants needed to synthesize the given product. (1) The reactants are: C([O:5][C:6](=[O:25])[NH:7][CH:8]1[CH2:11][N:10]([CH:12]([C:19]2[CH:24]=[CH:23][CH:22]=[CH:21][CH:20]=2)C2C=CC=CC=2)[CH2:9]1)(C)(C)C.C([O-])=O.[NH4+].ClC1C2C(=CC=CC=2)[N:34]=[CH:33][N:32]=1.C(N(C(C)C)CC)(C)C. Given the product [N:32]1[C:20]2[C:19](=[CH:24][CH:23]=[CH:22][CH:21]=2)[C:12]([N:10]2[CH2:9][CH:8]([NH:7][C:6](=[O:25])[OH:5])[CH2:11]2)=[N:34][CH:33]=1, predict the reactants needed to synthesize it. (2) Given the product [CH3:28][C:20]([NH:29][C:5]1[C:6](=[O:18])[C:7](=[O:17])[C:8]=1[C:9]1[CH:10]=[CH:11][C:12]([O:15][CH3:16])=[CH:13][CH:14]=1)([CH3:19])[CH2:21][C:22]1[CH:27]=[CH:26][CH:25]=[CH:24][CH:23]=1, predict the reactants needed to synthesize it. The reactants are: C(O[C:5]1[C:6](=[O:18])[C:7](=[O:17])[C:8]=1[C:9]1[CH:14]=[CH:13][C:12]([O:15][CH3:16])=[CH:11][CH:10]=1)(C)C.[CH3:19][C:20]([NH2:29])([CH3:28])[CH2:21][C:22]1[CH:27]=[CH:26][CH:25]=[CH:24][CH:23]=1. (3) Given the product [C:32]([O:36][C:37]([N:39]1[CH2:43][C@H:42]([O:44][C:45]2[C:54]3[C:49](=[CH:50][C:51]([O:55][CH3:56])=[CH:52][CH:53]=3)[N:48]=[C:47]([C:57]3[N:58]=[C:59]([NH:62][CH:63]([CH3:64])[CH3:65])[S:60][CH:61]=3)[CH:46]=2)[CH2:41][C@H:40]1[C:66](=[O:67])[NH:28][C@:23]1([C:21]([NH:20][S:19]([C:14]2[CH:15]=[CH:16][CH:17]=[CH:18][C:13]=2[NH:12][CH2:11][CH2:10][O:9][CH2:8][CH2:7][O:6][CH2:5][CH2:4][C:3]([O:2][CH3:1])=[O:31])(=[O:30])=[O:29])=[O:22])[CH2:25][C@H:24]1[CH:26]=[CH2:27])=[O:38])([CH3:35])([CH3:33])[CH3:34], predict the reactants needed to synthesize it. The reactants are: [CH3:1][O:2][C:3](=[O:31])[CH2:4][CH2:5][O:6][CH2:7][CH2:8][O:9][CH2:10][CH2:11][NH:12][C:13]1[CH:18]=[CH:17][CH:16]=[CH:15][C:14]=1[S:19](=[O:30])(=[O:29])[NH:20][C:21]([C@@:23]1([NH2:28])[CH2:25][C@H:24]1[CH:26]=[CH2:27])=[O:22].[C:32]([O:36][C:37]([N:39]1[CH2:43][C@H:42]([O:44][C:45]2[C:54]3[C:49](=[CH:50][C:51]([O:55][CH3:56])=[CH:52][CH:53]=3)[N:48]=[C:47]([C:57]3[N:58]=[C:59]([NH:62][CH:63]([CH3:65])[CH3:64])[S:60][CH:61]=3)[CH:46]=2)[CH2:41][C@H:40]1[C:66](O)=[O:67])=[O:38])([CH3:35])([CH3:34])[CH3:33].CN(C(ON1N=NC2C=CC=NC1=2)=[N+](C)C)C.F[P-](F)(F)(F)(F)F.CCN(C(C)C)C(C)C. (4) The reactants are: [F:1][CH:2]1[CH:7]([O:8][C:9]2[CH:14]=[C:13]([CH2:15][OH:16])[CH:12]=[C:11]([F:17])[CH:10]=2)[CH2:6][CH2:5][N:4]([CH2:18][CH:19]([N:23]2[CH:27]=[C:26]([C:28]3[C:29]4[CH:36]=[CH:35][N:34]([CH2:37][O:38][CH2:39][CH2:40][Si:41]([CH3:44])([CH3:43])[CH3:42])[C:30]=4[N:31]=[CH:32][N:33]=3)[CH:25]=[N:24]2)[CH2:20][C:21]#[N:22])[CH2:3]1.CC(OI1(OC(C)=O)(OC(C)=O)OC(=O)C2C=CC=CC1=2)=O. Given the product [F:1][CH:2]1[CH:7]([O:8][C:9]2[CH:14]=[C:13]([CH:15]=[O:16])[CH:12]=[C:11]([F:17])[CH:10]=2)[CH2:6][CH2:5][N:4]([CH2:18][CH:19]([N:23]2[CH:27]=[C:26]([C:28]3[C:29]4[CH:36]=[CH:35][N:34]([CH2:37][O:38][CH2:39][CH2:40][Si:41]([CH3:42])([CH3:44])[CH3:43])[C:30]=4[N:31]=[CH:32][N:33]=3)[CH:25]=[N:24]2)[CH2:20][C:21]#[N:22])[CH2:3]1, predict the reactants needed to synthesize it. (5) Given the product [C:33]([O:32][C:30]([N:28]([CH3:29])[C@@H:26]([CH3:27])[C:25]([NH:24][C@@H:21]1[C:22](=[O:23])[N:16]([CH2:15][C:11]2[C:10]([O:42][CH3:43])=[CH:9][CH:8]=[C:7]3[C:12]=2[CH:13]=[CH:14][C:5]([C:3]([OH:4])=[O:2])=[CH:6]3)[C:17]2[CH:41]=[CH:40][CH:39]=[CH:38][C:18]=2[CH2:19][CH2:20]1)=[O:37])=[O:31])([CH3:35])([CH3:36])[CH3:34], predict the reactants needed to synthesize it. The reactants are: C[O:2][C:3]([C:5]1[CH:14]=[CH:13][C:12]2[C:7](=[CH:8][CH:9]=[C:10]([O:42][CH3:43])[C:11]=2[CH2:15][N:16]2[C:22](=[O:23])[C@@H:21]([NH:24][C:25](=[O:37])[C@@H:26]([N:28]([C:30]([O:32][C:33]([CH3:36])([CH3:35])[CH3:34])=[O:31])[CH3:29])[CH3:27])[CH2:20][CH2:19][C:18]3[CH:38]=[CH:39][CH:40]=[CH:41][C:17]2=3)[CH:6]=1)=[O:4].C1COCC1.O[Li].O.